From a dataset of Full USPTO retrosynthesis dataset with 1.9M reactions from patents (1976-2016). Predict the reactants needed to synthesize the given product. (1) Given the product [ClH:10].[CH:1]1([N:4]2[CH2:9][CH2:8][N:7]([C:11]3[CH:20]=[CH:19][C:18]4[C:13](=[CH:14][CH:15]=[C:16]([CH:21]([CH3:23])[CH3:22])[CH:17]=4)[N:12]=3)[CH2:6][CH2:5]2)[CH2:3][CH2:2]1, predict the reactants needed to synthesize it. The reactants are: [CH:1]1([N:4]2[CH2:9][CH2:8][NH:7][CH2:6][CH2:5]2)[CH2:3][CH2:2]1.[Cl:10][C:11]1[CH:20]=[CH:19][C:18]2[C:13](=[CH:14][CH:15]=[C:16]([CH:21]([CH3:23])[CH3:22])[CH:17]=2)[N:12]=1. (2) Given the product [CH:36]1([C:34]([C:29]2[CH:30]=[CH:31][CH:32]=[CH:33][C:28]=2[CH2:27][OH:26])=[CH2:35])[CH2:39][CH2:38][CH2:37]1, predict the reactants needed to synthesize it. The reactants are: CCCC[N+](CCCC)(CCCC)CCCC.[F-].C([Si]([O:26][CH2:27][C:28]1[CH:33]=[CH:32][CH:31]=[CH:30][C:29]=1[C:34]([CH:36]1[CH2:39][CH2:38][CH2:37]1)=[CH2:35])(C)C)(C)(C)C.CCOCC.O.